Dataset: NCI-60 drug combinations with 297,098 pairs across 59 cell lines. Task: Regression. Given two drug SMILES strings and cell line genomic features, predict the synergy score measuring deviation from expected non-interaction effect. (1) Drug 1: C1=NC2=C(N1)C(=S)N=C(N2)N. Drug 2: C1CN(CCN1C(=O)CCBr)C(=O)CCBr. Cell line: EKVX. Synergy scores: CSS=14.5, Synergy_ZIP=-4.82, Synergy_Bliss=-3.50, Synergy_Loewe=-16.0, Synergy_HSA=-3.68. (2) Drug 1: C1=CC(=CC=C1C#N)C(C2=CC=C(C=C2)C#N)N3C=NC=N3. Drug 2: COCCOC1=C(C=C2C(=C1)C(=NC=N2)NC3=CC=CC(=C3)C#C)OCCOC.Cl. Cell line: CCRF-CEM. Synergy scores: CSS=-2.40, Synergy_ZIP=2.21, Synergy_Bliss=1.40, Synergy_Loewe=-1.93, Synergy_HSA=-1.32.